From a dataset of Reaction yield outcomes from USPTO patents with 853,638 reactions. Predict the reaction yield, written as a fraction of the theoretical maximum amount of product (1.0 means a 100% yield; for example, 0.34 means a 34% yield). (1) The reactants are [NH2:1][C:2]1[C:3]2[N:4]([C:8]([C@@H:26]3[CH2:30][CH2:29][CH2:28][NH:27]3)=[N:9][C:10]=2[C:11]2[CH:25]=[CH:24][C:14]([C:15]([NH:17][C:18]3[CH:23]=[CH:22][CH:21]=[CH:20][N:19]=3)=[O:16])=[CH:13][CH:12]=2)[CH:5]=[CH:6][N:7]=1.C(N(CC)CC)C.[C:38](Cl)(=[O:41])[CH:39]=[CH2:40]. The catalyst is ClCCl. The product is [C:38]([N:27]1[CH2:28][CH2:29][CH2:30][C@H:26]1[C:8]1[N:4]2[CH:5]=[CH:6][N:7]=[C:2]([NH2:1])[C:3]2=[C:10]([C:11]2[CH:25]=[CH:24][C:14]([C:15]([NH:17][C:18]3[CH:23]=[CH:22][CH:21]=[CH:20][N:19]=3)=[O:16])=[CH:13][CH:12]=2)[N:9]=1)(=[O:41])[CH:39]=[CH2:40]. The yield is 0.444. (2) The reactants are [N:1]1[CH:6]=[CH:5][CH:4]=[C:3]([CH2:7][NH:8][C:9]([C:11]2[N:20]3[C:14]([CH2:15][NH:16][C:17]4[CH:24]=[CH:23][CH:22]=[CH:21][C:18]=4[CH2:19]3)=[CH:13][CH:12]=2)=[O:10])[CH:2]=1.C(N(CC)C(C)C)(C)C.[Cl:34][C:35]1[CH:40]=[CH:39][C:38]([CH2:41][C:42](Cl)=[O:43])=[CH:37][CH:36]=1. The catalyst is O1CCCC1. The product is [Cl:34][C:35]1[CH:40]=[CH:39][C:38]([CH2:41][C:42]([N:16]2[C:17]3[CH:24]=[CH:23][CH:22]=[CH:21][C:18]=3[CH2:19][N:20]3[C:11]([C:9]([NH:8][CH2:7][C:3]4[CH:2]=[N:1][CH:6]=[CH:5][CH:4]=4)=[O:10])=[CH:12][CH:13]=[C:14]3[CH2:15]2)=[O:43])=[CH:37][CH:36]=1. The yield is 0.520.